Task: Predict which catalyst facilitates the given reaction.. Dataset: Catalyst prediction with 721,799 reactions and 888 catalyst types from USPTO Reactant: [Cl:1][C:2]1[CH:3]=[C:4]([C:9]2([OH:21])[CH2:13][CH2:12][N:11](C(OC(C)(C)C)=O)[CH2:10]2)[CH:5]=[CH:6][C:7]=1[Cl:8].FC(F)(F)C(O)=O. Product: [Cl:1][C:2]1[CH:3]=[C:4]([C:9]2([OH:21])[CH2:13][CH2:12][NH:11][CH2:10]2)[CH:5]=[CH:6][C:7]=1[Cl:8]. The catalyst class is: 4.